Dataset: Peptide-MHC class I binding affinity with 185,985 pairs from IEDB/IMGT. Task: Regression. Given a peptide amino acid sequence and an MHC pseudo amino acid sequence, predict their binding affinity value. This is MHC class I binding data. (1) The peptide sequence is RRAYSGKQY. The MHC is HLA-A24:03 with pseudo-sequence HLA-A24:03. The binding affinity (normalized) is 0.0847. (2) The peptide sequence is LSIFFYSSF. The MHC is HLA-B15:01 with pseudo-sequence HLA-B15:01. The binding affinity (normalized) is 0.737. (3) The peptide sequence is SVAMCRTPF. The MHC is HLA-B07:02 with pseudo-sequence HLA-B07:02. The binding affinity (normalized) is 0.476. (4) The peptide sequence is EVRIPVDLV. The MHC is HLA-A68:02 with pseudo-sequence HLA-A68:02. The binding affinity (normalized) is 0.601. (5) The peptide sequence is AMCTNTFVL. The MHC is H-2-Db with pseudo-sequence H-2-Db. The binding affinity (normalized) is 0.371. (6) The peptide sequence is AFPTSCHM. The MHC is HLA-A24:02 with pseudo-sequence HLA-A24:02. The binding affinity (normalized) is 0. (7) The peptide sequence is SRARIKTRL. The MHC is HLA-B08:01 with pseudo-sequence HLA-B08:01. The binding affinity (normalized) is 0.446. (8) The peptide sequence is YVRTNGTSK. The MHC is HLA-A03:01 with pseudo-sequence HLA-A03:01. The binding affinity (normalized) is 0.0847. (9) The peptide sequence is EALAMCLPY. The MHC is HLA-B15:01 with pseudo-sequence HLA-B15:01. The binding affinity (normalized) is 0.540.